This data is from Reaction yield outcomes from USPTO patents with 853,638 reactions. The task is: Predict the reaction yield, written as a fraction of the theoretical maximum amount of product (1.0 means a 100% yield; for example, 0.34 means a 34% yield). (1) The reactants are [N+:1]([C:4]1[CH:10]=[C:9]([C:11]([CH3:14])([CH3:13])[CH3:12])[CH:8]=[CH:7][C:5]=1[NH2:6])([O-:3])=[O:2].CC(O)=O.[CH2:19]([CH2:23][C:24](=O)[CH3:25])[C:20]([CH3:22])=O. The catalyst is C1CCCCC1.C(Cl)Cl. The product is [C:11]([C:9]1[CH:8]=[CH:7][C:5]([N:6]2[C:24]([CH3:25])=[CH:23][CH:19]=[C:20]2[CH3:22])=[C:4]([N+:1]([O-:3])=[O:2])[CH:10]=1)([CH3:14])([CH3:13])[CH3:12]. The yield is 0.490. (2) The reactants are [F:1][C:2]([F:7])([F:6])[C:3]([OH:5])=[O:4].[C:8]1([C:14]2[CH:19]=[C:18]([CH:20]3[CH2:25][CH2:24][NH:23][CH2:22][CH2:21]3)[CH:17]=[CH:16][C:15]=2[NH:26][C:27]([C:29]2[NH:30][CH:31]=[C:32]([C:34]#[N:35])[N:33]=2)=[O:28])[CH2:13][CH2:12][CH2:11][CH2:10][CH:9]=1.C([O-])([O-])=O.[K+].[K+].F[C:43]1[CH:48]=[CH:47][CH:46]=[CH:45][N:44]=1.CN(C)C(=O)C. The catalyst is O. The product is [F:1][C:2]([F:7])([F:6])[C:3]([OH:5])=[O:4].[C:8]1([C:14]2[CH:19]=[C:18]([CH:20]3[CH2:21][CH2:22][N:23]([C:43]4[CH:48]=[CH:47][CH:46]=[CH:45][N:44]=4)[CH2:24][CH2:25]3)[CH:17]=[CH:16][C:15]=2[NH:26][C:27]([C:29]2[NH:30][CH:31]=[C:32]([C:34]#[N:35])[N:33]=2)=[O:28])[CH2:13][CH2:12][CH2:11][CH2:10][CH:9]=1. The yield is 0.750. (3) The product is [CH2:1]([C:8]1[C:9](=[O:18])[N:10]([CH2:20][C:21]2[CH:26]=[CH:25][C:24]([C:27]3[CH:32]=[CH:31][CH:30]=[CH:29][C:28]=3[C:33]3[NH:37][C:36](=[O:43])[O:35][N:34]=3)=[CH:23][CH:22]=2)[C:11]([S:15][CH2:16][CH3:17])=[N:12][C:13]=1[CH3:14])[C:2]1[CH:3]=[CH:4][CH:5]=[CH:6][CH:7]=1. The catalyst is CN(C)C=O.C(OCC)(=O)C. The yield is 0.0600. The reactants are [CH2:1]([C:8]1[C:9](=[O:18])[NH:10][C:11]([S:15][CH2:16][CH3:17])=[N:12][C:13]=1[CH3:14])[C:2]1[CH:7]=[CH:6][CH:5]=[CH:4][CH:3]=1.Br[CH2:20][C:21]1[CH:26]=[CH:25][C:24]([C:27]2[CH:32]=[CH:31][CH:30]=[CH:29][C:28]=2[C:33]2[N:37]=[C:36](C(Cl)(Cl)Cl)[O:35][N:34]=2)=[CH:23][CH:22]=1.C(=O)([O-])[O-:43].[Cs+].[Cs+]. (4) The reactants are Cl.CN(C)CCCN=C=NCC.[Br:13][C:14]1[CH:22]=[CH:21][C:17]([C:18]([OH:20])=O)=[CH:16][N:15]=1.[C:23]1([S:33]([NH2:36])(=[O:35])=[O:34])[C:24]([S:29]([NH2:32])(=[O:31])=[O:30])=[CH:25][CH:26]=[CH:27][CH:28]=1.O. The catalyst is CN(C)C1C=CN=CC=1.CN(C)C=O. The product is [Br:13][C:14]1[CH:22]=[CH:21][C:17]([C:18]([NH:36][S:33]([C:23]2[CH:28]=[CH:27][CH:26]=[CH:25][C:24]=2[S:29](=[O:31])(=[O:30])[NH2:32])(=[O:35])=[O:34])=[O:20])=[CH:16][N:15]=1. The yield is 0.910. (5) The reactants are C1C=CC(P(C2C=CC=CC=2)C2C=CC=CC=2)=CC=1.[Cl:20][C:21]1[CH:22]=[CH:23][C:24]([OH:27])=[N:25][CH:26]=1.[CH:28]1[CH:33]=[CH:32][C:31]([CH2:34]OC(/N=N/C(O[CH2:34][C:31]2[CH:32]=[CH:33][CH:28]=[CH:29][CH:30]=2)=O)=O)=[CH:30][CH:29]=1.[F:50][C:51]1[CH:56]=[C:55]([F:57])[CH:54]=[CH:53][C:52]=1[CH:58]1[CH2:62][NH:61][CH2:60][CH:59]1[CH:63](O)[CH3:64]. The catalyst is C1COCC1. The product is [CH2:34]([N:61]1[CH2:62][CH:58]([C:52]2[CH:53]=[CH:54][C:55]([F:57])=[CH:56][C:51]=2[F:50])[CH:59]([CH:63]([O:27][C:24]2[CH:23]=[CH:22][C:21]([Cl:20])=[CH:26][N:25]=2)[CH3:64])[CH2:60]1)[C:31]1[CH:32]=[CH:33][CH:28]=[CH:29][CH:30]=1. The yield is 0.730. (6) The reactants are Cl[CH2:2][CH2:3][C:4]([C:6]1[CH:11]=[CH:10][C:9]([F:12])=[C:8]([F:13])[CH:7]=1)=[O:5].C1(C=C(O)C=C(O)C=1)O.[N:23]([O-:25])=[O:24].[Na+]. The catalyst is [I-].[Na+].CN(C)C=O. The product is [F:13][C:8]1[CH:7]=[C:6]([C:4](=[O:5])[CH2:3][CH2:2][N+:23]([O-:25])=[O:24])[CH:11]=[CH:10][C:9]=1[F:12]. The yield is 0.704. (7) The reactants are [C:1]([O:5][C:6](=[O:22])[NH:7][C@H:8]([C:19](=O)[NH2:20])[CH2:9][C:10]1[CH:15]=[CH:14][C:13]([N+:16]([O-:18])=[O:17])=[CH:12][CH:11]=1)([CH3:4])([CH3:3])[CH3:2].COC1C=CC(P2(SP(C3C=CC(OC)=CC=3)(=S)S2)=[S:32])=CC=1. The catalyst is C1COCC1. The product is [C:1]([O:5][C:6](=[O:22])[NH:7][C@H:8]([C:19](=[S:32])[NH2:20])[CH2:9][C:10]1[CH:15]=[CH:14][C:13]([N+:16]([O-:18])=[O:17])=[CH:12][CH:11]=1)([CH3:4])([CH3:3])[CH3:2]. The yield is 0.830. (8) The reactants are ClC(Cl)C(O)=O.N[C:8]1[N:9]([C:28]2[C:33]([CH3:34])=[CH:32][C:31]([CH:35]3[CH2:37][CH2:36]3)=[CH:30][C:29]=2[Cl:38])[C:10]([S:13][CH2:14][C:15]([NH:17][C:18]2[CH:26]=[CH:25][C:21]([C:22]([OH:24])=[O:23])=[CH:20][C:19]=2[Cl:27])=[O:16])=[N:11][N:12]=1.N([O-])=O.[Na+].ClCCl.[Br:46]CBr. The catalyst is [Br-].C([N+](CC)(CC)CC)C1C=CC=CC=1. The product is [Br:46][C:8]1[N:9]([C:28]2[C:33]([CH3:34])=[CH:32][C:31]([CH:35]3[CH2:37][CH2:36]3)=[CH:30][C:29]=2[Cl:38])[C:10]([S:13][CH2:14][C:15]([NH:17][C:18]2[CH:26]=[CH:25][C:21]([C:22]([OH:24])=[O:23])=[CH:20][C:19]=2[Cl:27])=[O:16])=[N:11][N:12]=1. The yield is 0.420. (9) The reactants are [Br:1][C:2]1[CH:3]=[CH:4][C:5]2[CH:11]3[CH2:12][CH:9]([CH2:10]3)[N:8]3[C:13]([CH:20]([F:22])[F:21])=[C:14]([C:16]([O:18]C)=O)[N:15]=[C:7]3[C:6]=2[CH:23]=1.C[O-].[Na+].C([NH2:29])=O. No catalyst specified. The product is [Br:1][C:2]1[CH:3]=[CH:4][C:5]2[CH:11]3[CH2:10][CH:9]([CH2:12]3)[N:8]3[C:13]([CH:20]([F:21])[F:22])=[C:14]([C:16]([NH2:29])=[O:18])[N:15]=[C:7]3[C:6]=2[CH:23]=1. The yield is 1.00.